This data is from Reaction yield outcomes from USPTO patents with 853,638 reactions. The task is: Predict the reaction yield, written as a fraction of the theoretical maximum amount of product (1.0 means a 100% yield; for example, 0.34 means a 34% yield). (1) The reactants are [Li+].CC([N-]C(C)C)C.[Br:9][C:10]1[S:11][CH:12]=[CH:13][C:14]=1[CH2:15][CH:16]1[CH2:21][CH2:20][CH2:19][CH2:18][CH2:17]1.Cl[C:23]([O:25][CH2:26]C)=[O:24]. The catalyst is C1COCC1. The product is [Br:9][C:10]1[S:11][C:12]([C:23]([O:25][CH3:26])=[O:24])=[CH:13][C:14]=1[CH2:15][CH:16]1[CH2:17][CH2:18][CH2:19][CH2:20][CH2:21]1. The yield is 0.700. (2) The reactants are [OH-].[Na+].[C:3]([C:5]1[CH:12]=[CH:11][C:8]([CH:9]=O)=[CH:7][CH:6]=1)#[N:4].Cl.[CH3:14][C:15]([CH3:17])=[O:16]. The catalyst is O. The product is [C:3]([C:5]1[CH:12]=[CH:11][C:8]([CH:9]=[CH:14][C:15](=[O:16])[CH3:17])=[CH:7][CH:6]=1)#[N:4]. The yield is 0.492. (3) The yield is 0.180. The reactants are Cl[C:2]1[CH:7]=[C:6]([C:8]([F:11])([F:10])[F:9])[N:5]=[C:4]([C:12]2[CH:13]=[N:14][CH:15]=[CH:16][CH:17]=2)[N:3]=1.[CH2:18]([O:20][C:21]1[CH:27]=[CH:26][C:25]([O:28][CH2:29][CH3:30])=[CH:24][C:22]=1[NH2:23])[CH3:19].Cl.[OH-].[Na+]. The product is [CH2:18]([O:20][C:21]1[CH:27]=[CH:26][C:25]([O:28][CH2:29][CH3:30])=[CH:24][C:22]=1[NH:23][C:2]1[CH:7]=[C:6]([C:8]([F:11])([F:10])[F:9])[N:5]=[C:4]([C:12]2[CH:13]=[N:14][CH:15]=[CH:16][CH:17]=2)[N:3]=1)[CH3:19]. The catalyst is O.C(O)C. (4) The reactants are S(Cl)(Cl)=O.[CH2:5]1[S:9][C@@H:8]([CH2:10][CH2:11][CH2:12][CH2:13][C:14]([OH:16])=O)[C@H:7]2[NH:17][C:18]([NH:20][C@@H:6]12)=[O:19].[NH2:21][C:22]1[CH:27]=[CH:26][C:25]([C:28]2[C:41]([C:42]3[CH:47]=[CH:46][N:45]=[C:44]([NH:48][CH2:49][CH2:50][CH2:51][CH3:52])[N:43]=3)=[C:31]3[CH:32]=[CH:33][CH:34]=[C:35]([NH:36][CH2:37][CH2:38][CH2:39][CH3:40])[N:30]3[N:29]=2)=[CH:24][CH:23]=1.C(=O)(O)[O-].[Na+]. The catalyst is C(OCC)(=O)C.CN(C)C=O. The product is [O:19]=[C:18]1[NH:20][C@H:6]2[CH2:5][S:9][C@@H:8]([CH2:10][CH2:11][CH2:12][CH2:13][C:14]([NH:21][C:22]3[CH:23]=[CH:24][C:25]([C:28]4[C:41]([C:42]5[CH:47]=[CH:46][N:45]=[C:44]([NH:48][CH2:49][CH2:50][CH2:51][CH3:52])[N:43]=5)=[C:31]5[CH:32]=[CH:33][CH:34]=[C:35]([NH:36][CH2:37][CH2:38][CH2:39][CH3:40])[N:30]5[N:29]=4)=[CH:26][CH:27]=3)=[O:16])[C@H:7]2[NH:17]1. The yield is 0.280. (5) The reactants are [CH3:1][O:2][C:3](=[O:37])[CH:4]=[CH:5][CH:6]1[CH:13]2[CH:9]([O:10][CH:11]([CH:14]=[CH:15][C:16]3[CH:21]=[CH:20][CH:19]=[CH:18][CH:17]=3)[O:12]2)[CH:8]([N:22]2[CH:30]=[N:29][C:28]3[C:23]2=[N:24][CH:25]=[N:26][C:27]=3[NH:31][C:32]([NH:34][CH2:35][CH3:36])=[O:33])[O:7]1.[BH4-].[Na+]. The catalyst is CO.O.S([O-])([O-])(=O)=O.[Cu+2]. The product is [CH3:1][O:2][C:3](=[O:37])[CH2:4][CH2:5][CH:6]1[CH:13]2[CH:9]([O:10][CH:11]([CH:14]=[CH:15][C:16]3[CH:17]=[CH:18][CH:19]=[CH:20][CH:21]=3)[O:12]2)[CH:8]([N:22]2[CH:30]=[N:29][C:28]3[C:23]2=[N:24][CH:25]=[N:26][C:27]=3[NH:31][C:32]([NH:34][CH2:35][CH3:36])=[O:33])[O:7]1. The yield is 0.500. (6) The reactants are Cl[C:2]1[C:11]2[C:6](=[CH:7][C:8]([O:14][CH3:15])=[C:9]([O:12][CH3:13])[CH:10]=2)[N:5]=[CH:4][C:3]=1[C:16]([NH2:18])=[O:17].[CH3:19][C:20]1[C:26]([CH3:27])=[CH:25][CH:24]=[CH:23][C:21]=1[NH2:22].C(O)(=O)C.[OH-].[Na+]. The catalyst is CN(C=O)C.O. The product is [CH3:13][O:12][C:9]1[CH:10]=[C:11]2[C:6](=[CH:7][C:8]=1[O:14][CH3:15])[N:5]=[CH:4][C:3]([C:16]([NH2:18])=[O:17])=[C:2]2[NH:22][C:21]1[CH:23]=[CH:24][CH:25]=[C:26]([CH3:27])[C:20]=1[CH3:19]. The yield is 0.790. (7) The product is [CH2:9]([CH:8]1[C:7]2[C:2](=[CH:3][N:4]=[CH:5][CH:6]=2)[Si:19]([CH2:22][CH3:23])([CH2:20][CH3:21])[O:13]1)[CH2:10][CH2:11][CH3:12]. The yield is 0.430. The catalyst is C1COCC1. The reactants are Br[C:2]1[CH:3]=[N:4][CH:5]=[CH:6][C:7]=1[CH:8]([OH:13])[CH2:9][CH2:10][CH2:11][CH3:12].[Li]CCCC.[SiH:19](Cl)([CH2:22][CH3:23])[CH2:20][CH3:21]. (8) The reactants are [CH3:1][C:2]1[NH:6][C:5]2[C:7]([C:17]([O:19]C)=[O:18])=[CH:8][C:9]([N:11]3[CH2:16][CH2:15][O:14][CH2:13][CH2:12]3)=[CH:10][C:4]=2[N:3]=1.Br[CH2:22][C:23]1[CH:28]=[CH:27][CH:26]=[C:25]([F:29])[C:24]=1[CH3:30].C(=O)([O-])[O-].[K+].[K+].[OH-].[Li+]. The catalyst is CN(C)C=O.O1CCCC1.O. The product is [F:29][C:25]1[C:24]([CH3:30])=[C:23]([CH2:22][N:3]2[C:4]3[CH:10]=[C:9]([N:11]4[CH2:12][CH2:13][O:14][CH2:15][CH2:16]4)[CH:8]=[C:7]([C:17]([OH:19])=[O:18])[C:5]=3[N:6]=[C:2]2[CH3:1])[CH:28]=[CH:27][CH:26]=1. The yield is 0.225. (9) The reactants are [CH3:1][N:2]1[C:6]([CH3:7])=[C:5]([C:8]([NH:10][C:11]2[N:16]=[CH:15][C:14]([O:17][C:18]3[CH:23]=[CH:22][N:21]=[C:20](C(N)=O)[CH:19]=3)=[CH:13][CH:12]=2)=[O:9])[C:4](=[O:27])[N:3]1[C:28]1[CH:33]=[CH:32][CH:31]=[CH:30][CH:29]=1.C(O)(=O)C.C(O)(=O)C.IC1C=CC=CC=1.CCOC(C)=O.CC#[N:57].O. No catalyst specified. The product is [NH2:57][C:20]1[CH:19]=[C:18]([O:17][C:14]2[CH:13]=[CH:12][C:11]([NH:10][C:8]([C:5]3[C:4](=[O:27])[N:3]([C:28]4[CH:29]=[CH:30][CH:31]=[CH:32][CH:33]=4)[N:2]([CH3:1])[C:6]=3[CH3:7])=[O:9])=[N:16][CH:15]=2)[CH:23]=[CH:22][N:21]=1. The yield is 0.770.